The task is: Regression/Classification. Given a drug SMILES string, predict its absorption, distribution, metabolism, or excretion properties. Task type varies by dataset: regression for continuous measurements (e.g., permeability, clearance, half-life) or binary classification for categorical outcomes (e.g., BBB penetration, CYP inhibition). Dataset: cyp1a2_veith.. This data is from CYP1A2 inhibition data for predicting drug metabolism from PubChem BioAssay. (1) The compound is CC1=CC(=O)C=CC1(C)C(Cl)(Cl)Cl. The result is 0 (non-inhibitor). (2) The compound is N=C1/C(=C/c2cccs2)C(=O)N=C2SN=C(SCc3ccccc3)N12. The result is 1 (inhibitor). (3) The molecule is Fc1ccc(-c2ccnc3nc(N4CCOCC4)nn23)cc1. The result is 1 (inhibitor). (4) The compound is NO. The result is 0 (non-inhibitor). (5) The compound is Cc1ccc2ccccc2c1CSc1nc(N)nc2c1ncn2CC(C)C. The result is 0 (non-inhibitor). (6) The drug is COc1ccc(NC(=O)CSC2=NC(=O)CC(C)=N2)cc1. The result is 0 (non-inhibitor). (7) The drug is c1ccc(Oc2cc(-c3ccccc3)ncn2)cc1. The result is 1 (inhibitor).